This data is from Peptide-MHC class I binding affinity with 185,985 pairs from IEDB/IMGT. The task is: Regression. Given a peptide amino acid sequence and an MHC pseudo amino acid sequence, predict their binding affinity value. This is MHC class I binding data. (1) The peptide sequence is NTAIFDMLY. The MHC is HLA-B58:01 with pseudo-sequence HLA-B58:01. The binding affinity (normalized) is 0.391. (2) The peptide sequence is KVKFYKREL. The MHC is HLA-A30:01 with pseudo-sequence HLA-A30:01. The binding affinity (normalized) is 0.655. (3) The peptide sequence is FPFKYAMAF. The MHC is Mamu-A2201 with pseudo-sequence Mamu-A2201. The binding affinity (normalized) is 1.00. (4) The peptide sequence is LELRSRYWA. The MHC is HLA-B40:02 with pseudo-sequence HLA-B40:02. The binding affinity (normalized) is 0.628. (5) The peptide sequence is RSKFSPDVL. The MHC is H-2-Db with pseudo-sequence H-2-Db. The binding affinity (normalized) is 0.0441.